From a dataset of Reaction yield outcomes from USPTO patents with 853,638 reactions. Predict the reaction yield, written as a fraction of the theoretical maximum amount of product (1.0 means a 100% yield; for example, 0.34 means a 34% yield). (1) The product is [C:1]([N:5]1[C:9](=[O:10])[CH:8]=[C:7]([C:11]2[CH:16]=[CH:15][CH:14]=[C:13]([O:17][CH2:21][CH2:22][CH2:23][OH:24])[CH:12]=2)[S:6]1(=[O:18])=[O:19])([CH3:4])([CH3:2])[CH3:3]. The catalyst is CN(C)C=O.C(OCC)(=O)C. The reactants are [C:1]([N:5]1[C:9](=[O:10])[CH:8]=[C:7]([C:11]2[CH:16]=[CH:15][CH:14]=[C:13]([OH:17])[CH:12]=2)[S:6]1(=[O:19])=[O:18])([CH3:4])([CH3:3])[CH3:2].Br[CH2:21][CH2:22][CH2:23][OH:24].C(=O)([O-])[O-].[K+].[K+]. The yield is 0.880. (2) The reactants are NC1(C2C=CC(C3OC4C(=O)N(C)C=CC=4C=3C3C=CC=CC=3)=CC=2)CCC1.[F:29][CH2:30][CH2:31][N:32]1[CH:37]=[CH:36][C:35]2[C:38]([C:59]3[CH:64]=[CH:63][CH:62]=[CH:61][CH:60]=3)=[C:39]([C:41]3[CH:46]=[CH:45][C:44]([C:47]4([NH:51]C(=O)OC(C)(C)C)[CH2:50][CH2:49][CH2:48]4)=[CH:43][CH:42]=3)[O:40][C:34]=2[C:33]1=[O:65]. No catalyst specified. The product is [NH2:51][C:47]1([C:44]2[CH:43]=[CH:42][C:41]([C:39]3[O:40][C:34]4[C:33](=[O:65])[N:32]([CH2:31][CH2:30][F:29])[CH:37]=[CH:36][C:35]=4[C:38]=3[C:59]3[CH:60]=[CH:61][CH:62]=[CH:63][CH:64]=3)=[CH:46][CH:45]=2)[CH2:50][CH2:49][CH2:48]1. The yield is 0.290. (3) The reactants are [F:1][C:2]1[CH:8]=[CH:7][CH:6]=[CH:5][C:3]=1[NH2:4].[Br:9][C:10]1[C:11]([F:21])=[C:12]([F:20])[C:13](F)=[C:14]([CH:18]=1)[C:15]([OH:17])=[O:16].[Li+].C[Si]([N-][Si](C)(C)C)(C)C. The catalyst is C1COCC1. The product is [Br:9][C:10]1[C:11]([F:21])=[C:12]([F:20])[C:13]([NH:4][C:3]2[CH:5]=[CH:6][CH:7]=[CH:8][C:2]=2[F:1])=[C:14]([CH:18]=1)[C:15]([OH:17])=[O:16]. The yield is 0.750. (4) The reactants are [CH3:1][O:2][CH2:3][CH2:4][O:5][C:6]1[CH:7]=[C:8]2[C:12](=[C:13]([N:15]([CH3:25])[S:16]([C:19]3[CH:24]=[CH:23][CH:22]=[CH:21][N:20]=3)(=[O:18])=[O:17])[CH:14]=1)[NH:11][C:10]([C:26]1[S:27][CH2:28][C@@H:29]([C:31](O)=[O:32])[N:30]=1)=[CH:9]2.[NH4+].[N:35]1(O)C2C=CC=CC=2N=N1.Cl.CN(C)CCCN=C=NCC.C(N(CC)CC)C. The catalyst is CN(C)C=O. The product is [CH3:1][O:2][CH2:3][CH2:4][O:5][C:6]1[CH:7]=[C:8]2[C:12](=[C:13]([N:15]([CH3:25])[S:16]([C:19]3[CH:24]=[CH:23][CH:22]=[CH:21][N:20]=3)(=[O:17])=[O:18])[CH:14]=1)[NH:11][C:10]([C:26]1[S:27][CH2:28][C@@H:29]([C:31]([NH2:35])=[O:32])[N:30]=1)=[CH:9]2. The yield is 0.370. (5) The reactants are [Br:1][C:2]1[CH:7]=[CH:6][C:5]([CH2:8]O)=[C:4]([Cl:10])[CH:3]=1.C(Br)(Br)(Br)[Br:12].C1(P(C2C=CC=CC=2)C2C=CC=CC=2)C=CC=CC=1. The catalyst is C(Cl)Cl. The product is [Br:1][C:2]1[CH:7]=[CH:6][C:5]([CH2:8][Br:12])=[C:4]([Cl:10])[CH:3]=1. The yield is 1.00. (6) The reactants are IC.[F:3][C:4]1[CH:9]=[CH:8][C:7]([CH2:10][C:11]([C:13]2[C:14]([C:20]([O:22][CH3:23])=[O:21])=[C:15]([CH3:19])[NH:16][C:17]=2[CH3:18])=[O:12])=[CH:6][C:5]=1[C:24]([N:26]1[CH2:31][CH2:30][CH:29]([O:32][CH3:33])[CH2:28][CH2:27]1)=[O:25].[C:34](=O)([O-])[O-].[K+].[K+].O. The catalyst is CN(C=O)C. The product is [F:3][C:4]1[CH:9]=[CH:8][C:7]([CH2:10][C:11]([C:13]2[C:14]([C:20]([O:22][CH3:23])=[O:21])=[C:15]([CH3:19])[N:16]([CH3:34])[C:17]=2[CH3:18])=[O:12])=[CH:6][C:5]=1[C:24]([N:26]1[CH2:31][CH2:30][CH:29]([O:32][CH3:33])[CH2:28][CH2:27]1)=[O:25]. The yield is 0.790. (7) The yield is 0.920. The reactants are [Cl:1][C:2]1[C:7]([Cl:8])=[CH:6][CH:5]=[CH:4][C:3]=1[NH:9][C:10](=[O:17])OCC(Cl)(Cl)Cl.[F:18][C:19]1[CH:24]=[CH:23][CH:22]=[CH:21][C:20]=1[C:25]1[CH:29]=[C:28]([NH2:30])[NH:27][N:26]=1.O. The product is [Cl:1][C:2]1[C:7]([Cl:8])=[CH:6][CH:5]=[CH:4][C:3]=1[NH:9][C:10]([NH:30][C:28]1[NH:27][N:26]=[C:25]([C:20]2[CH:21]=[CH:22][CH:23]=[CH:24][C:19]=2[F:18])[CH:29]=1)=[O:17]. The catalyst is CN(C=O)C.